The task is: Predict which catalyst facilitates the given reaction.. This data is from Catalyst prediction with 721,799 reactions and 888 catalyst types from USPTO. (1) Reactant: [NH:1]1[CH2:6][CH2:5][CH:4]([CH2:7][OH:8])[CH2:3][CH2:2]1.[CH3:9][C:10]([O:13][C:14](O[C:14]([O:13][C:10]([CH3:12])([CH3:11])[CH3:9])=[O:15])=[O:15])([CH3:12])[CH3:11].[NH4+].[Cl-]. Product: [OH:8][CH2:7][CH:4]1[CH2:5][CH2:6][N:1]([C:14]([O:13][C:10]([CH3:12])([CH3:11])[CH3:9])=[O:15])[CH2:2][CH2:3]1. The catalyst class is: 2. (2) Reactant: [Cl:1][C:2]1[C:7]([Cl:8])=[C:6]([S:9](=[O:19])(=[O:18])[NH:10][C@@H:11]([CH2:16][CH3:17])[C:12]([F:15])([F:14])[F:13])[CH:5]=[CH:4][C:3]=1[C:20]1[S:24][C:23]([C:25]2[N:29]=[C:28]([CH2:30][C:31]([CH3:37])([CH3:36])[C:32]([O:34]C)=[O:33])[O:27][N:26]=2)=[N:22][C:21]=1[C:38]([N:40]1[CH2:45][CH2:44][CH2:43][CH2:42][C@@H:41]1[CH3:46])=[O:39].O[Li].O.CO. Product: [Cl:1][C:2]1[C:7]([Cl:8])=[C:6]([S:9](=[O:19])(=[O:18])[NH:10][C@@H:11]([CH2:16][CH3:17])[C:12]([F:13])([F:14])[F:15])[CH:5]=[CH:4][C:3]=1[C:20]1[S:24][C:23]([C:25]2[N:29]=[C:28]([CH2:30][C:31]([CH3:37])([CH3:36])[C:32]([OH:34])=[O:33])[O:27][N:26]=2)=[N:22][C:21]=1[C:38]([N:40]1[CH2:45][CH2:44][CH2:43][CH2:42][C@@H:41]1[CH3:46])=[O:39]. The catalyst class is: 6. (3) Reactant: [CH:1]1([C:4]#[C:5][C:6]2[CH:11]=[CH:10][CH:9]=[CH:8][C:7]=2[CH:12]([O:28][CH2:29][CH2:30][CH2:31][O:32][CH3:33])[CH:13]2[CH2:18][CH2:17][CH2:16][N:15](S(CC[Si](C)(C)C)(=O)=O)[CH2:14]2)[CH2:3][CH2:2]1.[F-].C([N+](CC)(CC)CC)C. Product: [CH3:33][O:32][CH2:31][CH2:30][CH2:29][O:28][CH:12]([C:7]1[CH:8]=[CH:9][CH:10]=[CH:11][C:6]=1[C:5]#[C:4][CH:1]1[CH2:2][CH2:3]1)[CH:13]1[CH2:18][CH2:17][CH2:16][NH:15][CH2:14]1. The catalyst class is: 10. (4) Reactant: [O:1]=[C:2]1[C:11]2[C:6](=[CH:7][CH:8]=[CH:9][CH:10]=2)[CH2:5][CH2:4][N:3]1[CH:12]([CH:25]([OH:37])[CH2:26][NH:27][S:28]([C:31]1[CH:36]=[CH:35][CH:34]=[CH:33][CH:32]=1)(=[O:30])=[O:29])[CH:13]([NH:21][C:22]([CH3:24])=[O:23])[C:14]([O:16][C:17]([CH3:20])([CH3:19])[CH3:18])=[O:15].CC(OI1(OC(C)=O)(OC(C)=O)OC(=O)C2C=CC=CC1=2)=O. Product: [O:1]=[C:2]1[C:11]2[C:6](=[CH:7][CH:8]=[CH:9][CH:10]=2)[CH2:5][CH2:4][N:3]1[CH:12]([C:25](=[O:37])[CH2:26][NH:27][S:28]([C:31]1[CH:36]=[CH:35][CH:34]=[CH:33][CH:32]=1)(=[O:30])=[O:29])[CH:13]([NH:21][C:22]([CH3:24])=[O:23])[C:14]([O:16][C:17]([CH3:20])([CH3:19])[CH3:18])=[O:15]. The catalyst class is: 363. (5) Reactant: [OH:1][CH2:2][CH2:3][N:4]1[CH:13]=[CH:12][C:11]2[C:6](=[CH:7][CH:8]=[CH:9][C:10]=2I)[C:5]1=[O:15].[NH2:16][CH2:17][C:18]1([OH:25])[CH2:24][CH2:23][CH2:22][CH2:21][CH2:20][CH2:19]1.[O:26]1CCOC[CH2:27]1. Product: [OH:25][C:18]1([CH2:17][NH:16][C:27]([C:10]2[C:11]3[CH:12]=[CH:13][N:4]([CH2:3][CH2:2][OH:1])[C:5](=[O:15])[C:6]=3[CH:7]=[CH:8][CH:9]=2)=[O:26])[CH2:24][CH2:23][CH2:22][CH2:21][CH2:20][CH2:19]1. The catalyst class is: 5.